From a dataset of NCI-60 drug combinations with 297,098 pairs across 59 cell lines. Regression. Given two drug SMILES strings and cell line genomic features, predict the synergy score measuring deviation from expected non-interaction effect. (1) Drug 1: CC1=C(C(CCC1)(C)C)C=CC(=CC=CC(=CC(=O)O)C)C. Drug 2: CC1=C2C(C(=O)C3(C(CC4C(C3C(C(C2(C)C)(CC1OC(=O)C(C(C5=CC=CC=C5)NC(=O)C6=CC=CC=C6)O)O)OC(=O)C7=CC=CC=C7)(CO4)OC(=O)C)O)C)OC(=O)C. Cell line: HCC-2998. Synergy scores: CSS=27.7, Synergy_ZIP=20.7, Synergy_Bliss=20.2, Synergy_Loewe=8.42, Synergy_HSA=22.4. (2) Drug 2: CCN(CC)CCNC(=O)C1=C(NC(=C1C)C=C2C3=C(C=CC(=C3)F)NC2=O)C. Drug 1: CC1=C2C(C(=O)C3(C(CC4C(C3C(C(C2(C)C)(CC1OC(=O)C(C(C5=CC=CC=C5)NC(=O)OC(C)(C)C)O)O)OC(=O)C6=CC=CC=C6)(CO4)OC(=O)C)OC)C)OC. Synergy scores: CSS=23.2, Synergy_ZIP=-1.12, Synergy_Bliss=-4.17, Synergy_Loewe=-26.1, Synergy_HSA=-4.19. Cell line: MCF7.